Dataset: Forward reaction prediction with 1.9M reactions from USPTO patents (1976-2016). Task: Predict the product of the given reaction. Given the reactants C[C:2]1([C:17]2[CH:22]=[CH:21][C:20]([CH:23]([CH3:25])[CH3:24])=[CH:19][CH:18]=2)[C:6]2[C:7]([CH3:14])=[C:8]([OH:13])[C:9]([CH3:12])=[C:10]([CH3:11])[C:5]=2[O:4][C:3]1([CH3:16])[CH3:15].Br[CH2:27][C:28]1[CH:37]=[CH:36][C:31]([C:32]([O:34][CH3:35])=[O:33])=[C:30](C)[CH:29]=1, predict the reaction product. The product is: [CH:23]([C:20]1[CH:21]=[CH:22][C:17]([CH:2]2[C:6]3[C:7]([CH3:14])=[C:8]([O:13][CH2:27][C:28]4[CH:29]=[CH:30][C:31]([C:32]([O:34][CH3:35])=[O:33])=[CH:36][CH:37]=4)[C:9]([CH3:12])=[C:10]([CH3:11])[C:5]=3[O:4][C:3]2([CH3:16])[CH3:15])=[CH:18][CH:19]=1)([CH3:25])[CH3:24].